From a dataset of NCI-60 drug combinations with 297,098 pairs across 59 cell lines. Regression. Given two drug SMILES strings and cell line genomic features, predict the synergy score measuring deviation from expected non-interaction effect. Drug 2: CC1C(C(CC(O1)OC2CC(CC3=C2C(=C4C(=C3O)C(=O)C5=C(C4=O)C(=CC=C5)OC)O)(C(=O)C)O)N)O.Cl. Synergy scores: CSS=65.9, Synergy_ZIP=18.1, Synergy_Bliss=18.6, Synergy_Loewe=-3.95, Synergy_HSA=19.4. Drug 1: CC12CCC(CC1=CCC3C2CCC4(C3CC=C4C5=CN=CC=C5)C)O. Cell line: RPMI-8226.